Dataset: Full USPTO retrosynthesis dataset with 1.9M reactions from patents (1976-2016). Task: Predict the reactants needed to synthesize the given product. (1) Given the product [CH3:19][O:18][CH2:17][CH2:16][N:1]1[CH:5]=[C:4]([C:6]2[CH:11]=[C:10]([C:12]#[N:13])[CH:9]=[CH:8][N:7]=2)[N:3]=[CH:2]1, predict the reactants needed to synthesize it. The reactants are: [NH:1]1[CH:5]=[C:4]([C:6]2[CH:11]=[C:10]([C:12]#[N:13])[CH:9]=[CH:8][N:7]=2)[N:3]=[CH:2]1.BrC[CH2:16][CH2:17][O:18][CH2:19]CCBr. (2) Given the product [ClH:29].[F:22][C:19]1[CH:18]=[CH:17][C:16]([CH2:15][NH:14][C:12]2[N:13]=[C:8]([NH:7][CH2:6][C:5]3[CH:27]=[CH:28][C:2]([F:1])=[CH:3][CH:4]=3)[N:9]=[C:10]([NH:23][CH2:24][C:25]#[CH:26])[N:11]=2)=[CH:21][CH:20]=1, predict the reactants needed to synthesize it. The reactants are: [F:1][C:2]1[CH:28]=[CH:27][C:5]([CH2:6][NH:7][C:8]2[N:13]=[C:12]([NH:14][CH2:15][C:16]3[CH:21]=[CH:20][C:19]([F:22])=[CH:18][CH:17]=3)[N:11]=[C:10]([NH:23][CH2:24][C:25]#[CH:26])[N:9]=2)=[CH:4][CH:3]=1.[ClH:29].C(OCC)C.